Task: Predict the reactants needed to synthesize the given product.. Dataset: Full USPTO retrosynthesis dataset with 1.9M reactions from patents (1976-2016) (1) Given the product [Cl:24][C:25]1[CH:30]=[CH:29][C:28]([NH:31][C:32](=[O:33])[N:9]([C@H:10]2[CH2:11][CH2:12][C@H:13]([C:16]#[C:17][CH2:18][O:19][S:20]([CH3:23])(=[O:22])=[O:21])[CH2:14][CH2:15]2)[CH3:8])=[CH:27][CH:26]=1, predict the reactants needed to synthesize it. The reactants are: FC(F)(F)C(O)=O.[CH3:8][NH:9][C@H:10]1[CH2:15][CH2:14][C@H:13]([C:16]#[C:17][CH2:18][O:19][S:20]([CH3:23])(=[O:22])=[O:21])[CH2:12][CH2:11]1.[Cl:24][C:25]1[CH:30]=[CH:29][C:28]([N:31]=[C:32]=[O:33])=[CH:27][CH:26]=1.N1C=CC=CC=1. (2) The reactants are: [CH2:1]([C:3]1[C:8](=[O:9])[NH:7][C:6]([CH3:10])=[C:5]([C:11]2[CH:12]=[N:13][CH:14]=[C:15]([C:17]([OH:19])=O)[CH:16]=2)[CH:4]=1)[CH3:2].[OH:20][CH:21]([C:24]1[CH:29]=[CH:28][CH:27]=[CH:26][CH:25]=1)[CH2:22][NH2:23]. Given the product [OH:20][CH:21]([C:24]1[CH:29]=[CH:28][CH:27]=[CH:26][CH:25]=1)[CH2:22][NH:23][C:17]([C:15]1[CH:16]=[C:11]([C:5]2[CH:4]=[C:3]([CH2:1][CH3:2])[C:8](=[O:9])[NH:7][C:6]=2[CH3:10])[CH:12]=[N:13][CH:14]=1)=[O:19], predict the reactants needed to synthesize it. (3) Given the product [Cl:1][C:2]1[CH:3]=[C:4]([C:16]([NH:18][C@H:19]([C:21]2[CH:29]=[CH:28][C:24]([C:25]([OH:27])=[O:26])=[CH:23][CH:22]=2)[CH3:20])=[O:17])[C:5]([O:38][C:32]2[CH:33]=[C:34]([Cl:37])[CH:35]=[CH:36][C:31]=2[Cl:30])=[N:6][CH:7]=1, predict the reactants needed to synthesize it. The reactants are: [Cl:1][C:2]1[CH:3]=[C:4]([C:16]([NH:18][C@H:19]([C:21]2[CH:29]=[CH:28][C:24]([C:25]([OH:27])=[O:26])=[CH:23][CH:22]=2)[CH3:20])=[O:17])[C:5](OC2C=CC=C(F)C=2)=[N:6][CH:7]=1.[Cl:30][C:31]1[CH:36]=[CH:35][C:34]([Cl:37])=[CH:33][C:32]=1[OH:38]. (4) The reactants are: C([N:4]1[C:16]2[CH:15]=[CH:14][C:13](Br)=[CH:12][C:11]=2[C:10]2[C:5]1=[CH:6][CH:7]=[CH:8][CH:9]=2)(=O)C.[C:18]1([NH:28][C:29]2[CH:34]=[CH:33][C:32]([N:35]([C:42]3[CH:47]=[CH:46][CH:45]=[CH:44][CH:43]=3)[C:36]3[CH:41]=[CH:40][CH:39]=[CH:38][CH:37]=3)=[CH:31][CH:30]=2)[C:27]2[C:22](=[CH:23][CH:24]=[CH:25][CH:26]=2)[CH:21]=[CH:20][CH:19]=1. Given the product [CH:6]1[C:5]2[NH:4][C:16]3[C:11](=[CH:12][CH:13]=[CH:14][CH:15]=3)[C:10]=2[CH:9]=[C:8]([N:28]([C:18]2[C:27]3[C:22](=[CH:23][CH:24]=[CH:25][CH:26]=3)[CH:21]=[CH:20][CH:19]=2)[C:29]2[CH:34]=[CH:33][C:32]([N:35]([C:42]3[CH:47]=[CH:46][CH:45]=[CH:44][CH:43]=3)[C:36]3[CH:41]=[CH:40][CH:39]=[CH:38][CH:37]=3)=[CH:31][CH:30]=2)[CH:7]=1, predict the reactants needed to synthesize it. (5) The reactants are: [CH3:1][N:2]([CH3:30])[S:3]([C:6]1[CH:7]=[C:8]([C:15]([CH3:29])([CH3:28])[CH2:16][C:17]2([C:24]([F:27])([F:26])[F:25])[CH2:21][O:20]C(C)(C)[O:18]2)[C:9]2[O:13][CH2:12][CH2:11][C:10]=2[CH:14]=1)(=[O:5])=[O:4].O.C1(C)C=CC(S(O)(=O)=O)=CC=1. Given the product [CH3:30][N:2]([CH3:1])[S:3]([C:6]1[CH:7]=[C:8]([C:15]([CH3:28])([CH3:29])[CH2:16][C:17]([OH:18])([CH2:21][OH:20])[C:24]([F:25])([F:27])[F:26])[C:9]2[O:13][CH2:12][CH2:11][C:10]=2[CH:14]=1)(=[O:5])=[O:4], predict the reactants needed to synthesize it. (6) Given the product [ClH:1].[CH3:14][O:13][C:9]1[CH:8]=[CH:7][CH:6]=[C:5]2[C:10]=1[CH2:11][CH2:12][C@H:3]([NH:2][CH2:25][CH2:26][C:27]1[S:28][CH:29]=[CH:30][CH:31]=1)[CH2:4]2, predict the reactants needed to synthesize it. The reactants are: [ClH:1].[NH2:2][C@H:3]1[CH2:12][CH2:11][C:10]2[C:5](=[CH:6][CH:7]=[CH:8][C:9]=2[O:13][CH3:14])[CH2:4]1.C1(C)C=CC(S(O[CH2:25][CH2:26][C:27]2[S:28][CH:29]=[CH:30][CH:31]=2)(=O)=O)=CC=1.C(=O)([O-])[O-].[K+].[K+].